Predict the product of the given reaction. From a dataset of Forward reaction prediction with 1.9M reactions from USPTO patents (1976-2016). Given the reactants Cl[N:2]1[CH:7]=[C:6]([Cl:8])[CH2:5][N:4](Cl)[CH2:3]1.C(NC(C)C)(C)C.[NH2:17][CH2:18][C@H:19]1[CH2:23][CH2:22][CH2:21][N:20]1[C:24]([O:26][C:27]([CH3:30])([CH3:29])[CH3:28])=[O:25].[ClH:31], predict the reaction product. The product is: [Cl:31][C:3]1[N:4]=[C:5]([NH:17][CH2:18][C@H:19]2[CH2:23][CH2:22][CH2:21][N:20]2[C:24]([O:26][C:27]([CH3:30])([CH3:29])[CH3:28])=[O:25])[C:6]([Cl:8])=[CH:7][N:2]=1.